This data is from Human Reference Interactome with 51,813 positive PPI pairs across 8,248 proteins, plus equal number of experimentally-validated negative pairs. The task is: Binary Classification. Given two protein amino acid sequences, predict whether they physically interact or not. (1) Protein 1 (ENSG00000147852) has sequence MGTSALWALWLLLALCWAPRESGATGTGRKAKCEPSQFQCTNGRCITLLWKCDGDEDCVDGSDEKNCVKKTCAESDFVCNNGQCVPSRWKCDGDPDCEDGSDESPEQCRNITCSPDEFTCSSGRCISRNFVCNGQDDCSDGSDELDCAPPTCGAHEFQCSTSSCIPISWVCDDMGTSALWALWLLLALCWAPRESGATGTGRKAKCEPSQFQCTNGRCITLLWKCDGDEDCVDGSDEKNCVKKTCAESDFVCNNGQCVPSRWKCDGDPDCEDGSDESPEQCHMRTCRIHEISCGAHSTQC.... Protein 2 (ENSG00000158691) has sequence MASTWAIQAHMDQDEPLEVKIEEEKYTTRQDWDLRKNNTHSREVFRQYFRQFCYQETSGPREALSRLRELCHQWLRPETHTKEQILELLVLEQFLTILPEELQAWVQEQHPESGEEVVTVLEDLERELDEPGEQVSVHTGEQEMFLQETVRLRKEGEPSMSLQSMKAQPKYESPELESQQEQVLDVETGNEYGNLKQEVSEEMEPHGKTSSKFENDMSKSARCGETREPEEITEEPSACSREDKQPTCDENGVSLTENSDHTEHQRICPGEESYGCDDCGKAFSQHSHLIEHQRIHTGDR.... Result: 1 (the proteins interact). (2) Protein 2 (ENSG00000230601) has sequence MAAHQNLILKIFCLCCRDCQEPYAINDSKVPSQTQEHKPSTQNLLLQKDELDRQNPKRINAVSHLPSRTPLIQTKKSTSSSSSEFEDLNAYASQRNFYKRNLNRYCQEHWPFQPCLTGRP*MGTVRSPMPSMTPRFPVKPRSTSHRPKICCFRRMSLTDKIPSALTQSPICLREHP*. Protein 1 (ENSG00000136944) has sequence MDIATGPESLERCFPRGQTDCAKMLDGIKMEEHALRPGPATLGVLLGSDCPHPAVCEGCQRPISDRFLMRVNESSWHEECLQCAACQQALTTSCYFRDRKLYCKQDYQQLFAAKCSGCMEKIAPTEFVMRALECVYHLGCFCCCVCERQLRKGDEFVLKEGQLLCKGDYEKEKDLLSSVSPDESDSVKSEDEDGDMKPAKGQGSQSKGSGDDGKDPRRPKRPRTILTTQQRRAFKASFEVSSKPCRKVRETLAAETGLSVRVVQVWFQNQRAKMKKLARRHQQQQEQQNSQRLGQGEPGP.... Result: 0 (the proteins do not interact). (3) Protein 1 (ENSG00000196154) has sequence MACPLEKALDVMVSTFHKYSGKEGDKFKLNKSELKELLTRELPSFLGKRTDEAAFQKLMSNLDSNRDNEVDFQEYCVFLSCIAMMCNEFFEGFPDKQPRKK*. Protein 2 (ENSG00000185966) has sequence MSCQQNQKQCQPPPKCPSPKCPPKNPVQCLPPASSGCAPSSGGCGPSSEGGCFLNHHRRHHRCRRQRSNSCDRGSGQQGGGSGCCHGSGGCC*. Result: 0 (the proteins do not interact). (4) Protein 1 (ENSG00000096384) has sequence MPEEVHHGEEEVETFAFQAEIAQLMSLIINTFYSNKEIFLRELISNASDALDKIRYESLTDPSKLDSGKELKIDIIPNPQERTLTLVDTGIGMTKADLINNLGTIAKSGTKAFMEALQAGADISMIGQFGVGFYSAYLVAEKVVVITKHNDDEQYAWESSAGGSFTVRADHGEPIGRGTKVILHLKEDQTEYLEERRVKEVVKKHSQFIGYPITLYLEKEREKEISDDEAEEEKGEKEEEDKDDEEKPKIEDVGSDEEDDSGKDKKKKTKKIKEKYIDQEELNKTKPIWTRNPDDITQEE.... Protein 2 (ENSG00000134516) has sequence LWNNYFHLAVAFITQDSLQLEQFSHAKYNKILNKSEQNLLHPRHGRTYIRDDTYP*MDLKDTGAKKCTQGLRRPFGVAVMDITDIIKGKAESDEEKQHFIPFHPVTAENDFLHSLLGKVIASKGDSGGQGLWVTMKMLVGDIIQIRKDYPHLVDRTTVVARKLGFPEIIMPGDVRNDIYITLLQGDFDKYNKTTQRNVEVIMCVCAEDGKTLPMDLKDTGAKKCTQGLRRPFGVAVMDITDIIKGKAESDEEKQHFIPFHPVTAENDFLHSLLGKVIASKGDSGGQGLWVTMKMLKYIPS.... Result: 0 (the proteins do not interact). (5) Protein 1 (ENSG00000254901) has sequence MEEPEMQLKGKKVTDKFTESVYVLANEPSVALYRLQEHVRRSLPELAQHKADMQRWEEQSQGAIYTVEYACSAVKNLVDSSVYFRSVEGLLKQAISIRDHMNASAQGHSPEEPPPPSSA*MEEPEMQLKGKKVTDKFTESVYVLANEPSVALYRLQEHVRRSLPELAQHKADMQRWEEQSQGAIYTVEYACSAVKNLVDSSVYFRSVEGLLKQAISIRDHMNASAQGHR*MPVPRATARRNHPRPPQPDPGRDSGPPSLRQPRDGVSPCWLGWSQTPELVILPPQPPKVLGL*ADMQRWE.... Protein 2 (ENSG00000166922) has sequence MVSRMVSTMLSGLLFWLASGWTPAFAYSPRTPDRVSEADIQRLLHGVMEQLGIARPRVEYPAHQAMNLVGPQSIEGGAHEGLQHLGPFGNIPNIVAELTGDNIPKDFSEDQGYPDPPNPCPVGKTADDGCLENTPDTAEFSREFQLHQHLFDPEHDYPGLGKWNKKLLYEKMKGGERRKRRSVNPYLQGQRLDNVVAKKSVPHFSDEDKDPE*MVSRMVSTMLSGLLFWLASGWTPAFAYSPRTPDRVSEADIQRLLHGVMEQLGIARPRVEYPAHQAMNLVGPQSIEGGAHEGLQHLGP.... Result: 0 (the proteins do not interact). (6) Protein 1 (ENSG00000088727) has sequence MGTRKKVHAFVRVKPTDDFAHEMIRYGDDKRSIDIHLKKDIRRGVVNNQQTDWSFKLDGVLHDASQDLVYETVAKDVVSQALDGYNGTIMCYGQTGAGKTYTMMGATENYKHRGILPRALQQVFRMIEERPTHAITVRVSYLEIYNESLFDLLSTLPYVGPSVTPMTIVENPQGVFIKGLSVHLTSQEEDAFSLLFEGETNRIIASHTMNKNSSRSHCIFTIYLEAHSRTLSEEKYITSKINLVDLAGSERLGKSGSEGQVLKEATYINKSLSFLEQAIIALGDQKRDHIPFRQCKLTHA.... Protein 2 (ENSG00000204304) has sequence MDERLLGPPPPGGGRGGLGLVSGEPGGPGEPPGGGDPGGGSGGVPGGRGKQDIGDILQQIMTITDQSLDEAQAKKHALNCHRMKPALFSVLCEIKEKTGLSIRSSQEEEPVDPQLMRLDNMLLAEGVAGPEKGGGSAAAAAAAAASGGGVSPDNSIEHSDYRSKLAQIRHIYHSELEKYEQACNEFTTHVMNLLREQSRTRPVAPKEMERMVSIIHRKFSAIQMQLKQSTCEAVMILRSRFLDARRKRRNFSKQATEVLNEYFYSHLSNPYPSEEAKEELAKKCGITVSQVSNWFGNKRI.... Result: 0 (the proteins do not interact). (7) Protein 1 (ENSG00000107937) has sequence MRKVKFTQQNYHDRLSQILTDFPKLDDIHPFYADLMNILYDKDHYKLALGQINIAKNLVDNVAKDYVRLMKYGDSLYRCKQLKRAALGRMCTVIKRQKQSLEYLEQVRQHLSRLPTIDPNTRTLLLCGYPNVGKSSFINKMAHYNFKKITVVPSAKDFIDLTLSKTQRKTPTVIHKHYQIHRIRHFYMRKVKFTQQNYHDRLSQILTDFPKLDDIHPFYADLMNILYDKDHYKLALGQINIAKNLVDNVAKDYVRLMKYGDSLYRCKQLKRAALGRMCTVIKRQKQSLEYLEQVRQHLSR.... Protein 2 (ENSG00000161929) has sequence MDTFTVQDSTAMSWWRNNFWIILAVAIIVVSVGLGLILYCVCKKWEIAKPLKHKQVDEEKMYENVLNESPVQLPPLPPRNWPSLEDSSPQEAPSQPPATYSLVNKVKNKKTVSIPSYIEPEDDYDDVEIPANTEKASF*MDTFTVQDSTAMSWWRNNFWIILAVAIIVVSVGLGLILYCVCKWQLRRGKKWEIAKPLKHKQVDEEKMYENVLNESPVQLPPLPPRNWPSLEDSSPQEAPSQPPATYSLVNKVKNKKTVSIPSYIEPEDDYDDVEIPANTEKASF*MDTFTVQDSTAMSWW.... Result: 0 (the proteins do not interact).